This data is from Forward reaction prediction with 1.9M reactions from USPTO patents (1976-2016). The task is: Predict the product of the given reaction. (1) Given the reactants [Cl:1][C:2]1[N:7]([CH3:8])[C:6](=[O:9])[C:5]([OH:10])=[CH:4][N:3]=1.[CH3:11][O:12][C:13]1[CH:18]=[CH:17][C:16]([CH2:19]Cl)=[CH:15][CH:14]=1.C([O-])([O-])=O.[Cs+].[Cs+], predict the reaction product. The product is: [Cl:1][C:2]1[N:7]([CH3:8])[C:6](=[O:9])[C:5]([O:10][CH2:19][C:16]2[CH:17]=[CH:18][C:13]([O:12][CH3:11])=[CH:14][CH:15]=2)=[CH:4][N:3]=1. (2) Given the reactants [H-].[Na+].[Br:3][C:4]1[CH:5]=[CH:6][C:7]2[NH:8][C:9]3[C:14]([C:15]=2[CH:16]=1)=[CH:13][C:12]([Br:17])=[CH:11][CH:10]=3.Cl[Si:19]([C:32]1[CH:37]=[CH:36][CH:35]=[CH:34][CH:33]=1)([C:26]1[CH:31]=[CH:30][CH:29]=[CH:28][CH:27]=1)[C:20]1[CH:25]=[CH:24][CH:23]=[CH:22][CH:21]=1.[NH4+].[Cl-], predict the reaction product. The product is: [Br:17][C:12]1[CH:11]=[CH:10][C:9]2[N:8]([Si:19]([C:26]3[CH:27]=[CH:28][CH:29]=[CH:30][CH:31]=3)([C:32]3[CH:37]=[CH:36][CH:35]=[CH:34][CH:33]=3)[C:20]3[CH:21]=[CH:22][CH:23]=[CH:24][CH:25]=3)[C:7]3[C:15]([C:14]=2[CH:13]=1)=[CH:16][C:4]([Br:3])=[CH:5][CH:6]=3. (3) Given the reactants [CH3:1][C:2]1[C:6](=[O:7])[CH2:5][CH2:4][C:3]=1[NH:8][C:9]1[CH:17]=[CH:16][C:12]([C:13]([OH:15])=O)=[CH:11][CH:10]=1.[NH2:18][C:19]1[CH:24]=[CH:23][CH:22]=[CH:21][CH:20]=1.C1N=CN(C(N2C=NC=C2)=O)C=1, predict the reaction product. The product is: [CH3:1][C:2]1[C:6](=[O:7])[CH2:5][CH2:4][C:3]=1[NH:8][C:9]1[CH:10]=[CH:11][C:12]([C:13]([NH:18][C:19]2[CH:24]=[CH:23][CH:22]=[CH:21][CH:20]=2)=[O:15])=[CH:16][CH:17]=1. (4) Given the reactants [Cl:1][CH2:2][CH2:3][CH2:4][CH:5]1[S:10][C:9]2[CH:11]=[CH:12][CH:13]=[CH:14][C:8]=2[N:7]([C:15]2[CH:20]=[CH:19][C:18]([CH3:21])=[CH:17][CH:16]=2)[S:6]1(=[O:23])=[O:22].[CH3:24][NH2:25].Cl, predict the reaction product. The product is: [ClH:1].[CH3:24][NH:25][CH2:2][CH2:3][CH2:4][CH:5]1[S:10][C:9]2[CH:11]=[CH:12][CH:13]=[CH:14][C:8]=2[N:7]([C:15]2[CH:20]=[CH:19][C:18]([CH3:21])=[CH:17][CH:16]=2)[S:6]1(=[O:23])=[O:22]. (5) Given the reactants Cl.[NH2:2][C:3]1[N:8]=[C:7]([C:9]2[CH:18]=[C:17]3[C:12]([CH2:13][CH2:14][N:15]([C:19](=[O:34])[CH2:20][CH:21]4[CH2:26][CH2:25][N:24](C(OC(C)(C)C)=O)[CH2:23][CH2:22]4)[CH2:16]3)=[CH:11][CH:10]=2)[CH:6]=[C:5]([N:35]2[CH2:40][CH2:39][N:38]([CH3:41])[CH2:37][CH2:36]2)[N:4]=1, predict the reaction product. The product is: [CH3:41][N:38]1[CH2:37][CH2:36][N:35]([C:5]2[CH:6]=[C:7]([C:9]3[CH:18]=[C:17]4[C:12]([CH2:13][CH2:14][N:15]([C:19](=[O:34])[CH2:20][CH:21]5[CH2:26][CH2:25][NH:24][CH2:23][CH2:22]5)[CH2:16]4)=[CH:11][CH:10]=3)[N:8]=[C:3]([NH2:2])[N:4]=2)[CH2:40][CH2:39]1. (6) Given the reactants [NH2:1][C:2]1[CH:7]=[N:6][C:5](Br)=[CH:4][N:3]=1.[CH3:9][O:10][C:11]1[CH:12]=[C:13](B(O)O)[CH:14]=[CH:15][CH:16]=1.C(=O)([O-])[O-].[Na+].[Na+].O, predict the reaction product. The product is: [NH2:1][C:2]1[CH:7]=[N:6][C:5]([C:15]2[CH:14]=[CH:13][CH:12]=[C:11]([O:10][CH3:9])[CH:16]=2)=[CH:4][N:3]=1.